Dataset: Reaction yield outcomes from USPTO patents with 853,638 reactions. Task: Predict the reaction yield, written as a fraction of the theoretical maximum amount of product (1.0 means a 100% yield; for example, 0.34 means a 34% yield). The reactants are [CH2:6]([Sn](=O)[CH2:6][CH2:7][CH2:8][CH3:9])[CH2:7][CH2:8][CH3:9].[C:11]([O-])(=O)[C:12]([O-:14])=[O:13].[Sn+4].[C:18]([O-])(=O)C([O-])=O.[OH-].[K+].[C:26]1([CH2:32][CH2:33]O)[CH:31]=[CH:30][CH:29]=[CH:28][CH:27]=1. No catalyst specified. The product is [C:12]([O:14][CH2:33][CH2:32][C:26]1[CH:31]=[CH:30][CH:29]=[CH:28][CH:27]=1)(=[O:13])[C:11]1[CH:9]=[CH:8][CH:7]=[CH:6][CH:18]=1. The yield is 0.830.